Dataset: NCI-60 drug combinations with 297,098 pairs across 59 cell lines. Task: Regression. Given two drug SMILES strings and cell line genomic features, predict the synergy score measuring deviation from expected non-interaction effect. (1) Drug 1: C1CCN(CC1)CCOC2=CC=C(C=C2)C(=O)C3=C(SC4=C3C=CC(=C4)O)C5=CC=C(C=C5)O. Drug 2: CN(CCCl)CCCl.Cl. Cell line: UO-31. Synergy scores: CSS=1.79, Synergy_ZIP=-1.72, Synergy_Bliss=-2.94, Synergy_Loewe=-3.91, Synergy_HSA=-3.52. (2) Drug 1: C1=CN(C=N1)CC(O)(P(=O)(O)O)P(=O)(O)O. Drug 2: CC(C)(C#N)C1=CC(=CC(=C1)CN2C=NC=N2)C(C)(C)C#N. Cell line: U251. Synergy scores: CSS=0.273, Synergy_ZIP=-0.242, Synergy_Bliss=-0.587, Synergy_Loewe=-1.47, Synergy_HSA=-1.32. (3) Drug 1: CC1=C2C(C(=O)C3(C(CC4C(C3C(C(C2(C)C)(CC1OC(=O)C(C(C5=CC=CC=C5)NC(=O)OC(C)(C)C)O)O)OC(=O)C6=CC=CC=C6)(CO4)OC(=O)C)OC)C)OC. Drug 2: C1C(C(OC1N2C=NC3=C2NC=NCC3O)CO)O. Cell line: SF-295. Synergy scores: CSS=43.3, Synergy_ZIP=1.58, Synergy_Bliss=2.33, Synergy_Loewe=-37.7, Synergy_HSA=3.81. (4) Drug 1: CCN(CC)CCNC(=O)C1=C(NC(=C1C)C=C2C3=C(C=CC(=C3)F)NC2=O)C. Drug 2: B(C(CC(C)C)NC(=O)C(CC1=CC=CC=C1)NC(=O)C2=NC=CN=C2)(O)O. Cell line: SK-MEL-5. Synergy scores: CSS=0.783, Synergy_ZIP=1.95, Synergy_Bliss=0.0703, Synergy_Loewe=-46.3, Synergy_HSA=-2.85. (5) Cell line: TK-10. Drug 1: CN(CC1=CN=C2C(=N1)C(=NC(=N2)N)N)C3=CC=C(C=C3)C(=O)NC(CCC(=O)O)C(=O)O. Synergy scores: CSS=43.1, Synergy_ZIP=0.710, Synergy_Bliss=1.54, Synergy_Loewe=-39.1, Synergy_HSA=-3.41. Drug 2: CN1C(=O)N2C=NC(=C2N=N1)C(=O)N. (6) Drug 1: CNC(=O)C1=CC=CC=C1SC2=CC3=C(C=C2)C(=NN3)C=CC4=CC=CC=N4. Drug 2: CCC1=CC2CC(C3=C(CN(C2)C1)C4=CC=CC=C4N3)(C5=C(C=C6C(=C5)C78CCN9C7C(C=CC9)(C(C(C8N6C)(C(=O)OC)O)OC(=O)C)CC)OC)C(=O)OC.C(C(C(=O)O)O)(C(=O)O)O. Cell line: M14. Synergy scores: CSS=27.3, Synergy_ZIP=6.05, Synergy_Bliss=8.73, Synergy_Loewe=-18.8, Synergy_HSA=5.71. (7) Drug 1: CCC(=C(C1=CC=CC=C1)C2=CC=C(C=C2)OCCN(C)C)C3=CC=CC=C3.C(C(=O)O)C(CC(=O)O)(C(=O)O)O. Drug 2: C(CC(=O)O)C(=O)CN.Cl. Cell line: ACHN. Synergy scores: CSS=9.03, Synergy_ZIP=-1.28, Synergy_Bliss=4.55, Synergy_Loewe=2.38, Synergy_HSA=2.53.